From a dataset of Peptide-MHC class II binding affinity with 134,281 pairs from IEDB. Regression. Given a peptide amino acid sequence and an MHC pseudo amino acid sequence, predict their binding affinity value. This is MHC class II binding data. (1) The peptide sequence is LAAMDGGGFYADDTA. The MHC is HLA-DQA10501-DQB10302 with pseudo-sequence HLA-DQA10501-DQB10302. The binding affinity (normalized) is 0.258. (2) The peptide sequence is RNGGEIGAVALDYPS. The MHC is HLA-DQA10103-DQB10603 with pseudo-sequence HLA-DQA10103-DQB10603. The binding affinity (normalized) is 0.342. (3) The peptide sequence is TKFFYLLGLSAIMQV. The MHC is DRB1_0301 with pseudo-sequence DRB1_0301. The binding affinity (normalized) is 0. (4) The peptide sequence is STHEMYYVSGARSNV. The MHC is HLA-DQA10501-DQB10302 with pseudo-sequence HLA-DQA10501-DQB10302. The binding affinity (normalized) is 0.392.